This data is from Blood-brain barrier permeability classification from the B3DB database. The task is: Regression/Classification. Given a drug SMILES string, predict its absorption, distribution, metabolism, or excretion properties. Task type varies by dataset: regression for continuous measurements (e.g., permeability, clearance, half-life) or binary classification for categorical outcomes (e.g., BBB penetration, CYP inhibition). Dataset: b3db_classification. (1) The molecule is CCN(CC)C(=O)Nc1ccc(OC[C@@H](O)CNC(C)(C)C)c(C(C)=O)c1. The result is 0 (does not penetrate BBB). (2) The drug is CCCCC(=O)N(Cc1ccc(-c2ccccc2-c2nn[nH]n2)cc1)C(C(=O)O)C(C)C. The result is 0 (does not penetrate BBB). (3) The compound is C=CCCCCCCCC. The result is 1 (penetrates BBB). (4) The compound is CCOC(=O)C1=C[C@]2(CC)CCCN3CCc4c(n1c1ccccc41)[C@@H]32. The result is 1 (penetrates BBB). (5) The molecule is CC[C@H](C(=O)NC(N)=O)c1ccccc1. The result is 1 (penetrates BBB).